From a dataset of Experimentally validated miRNA-target interactions with 360,000+ pairs, plus equal number of negative samples. Binary Classification. Given a miRNA mature sequence and a target amino acid sequence, predict their likelihood of interaction. (1) The miRNA is cel-miR-2209a-3p with sequence AGAGAUCAGCGGUUACACUACA. The protein sequence of the target gene is MNLDSLSLALSQISYLVDNLTKKNYRASQQEIQHIVNRHGPEADRHLLRCLFSHVDFSGDGKSSGKDFHQTQFLIQECASLITKPNFISTLSYAIDNPLHYQKSLKPAPHLFAQLSKVLKLSKVQEVIFGLALLNSSSPDLRGFAAQFIKQKLPDLLRSYIDADVSGNQEGGFQDIAIEVLHLLLSHLLFGQKGAFGVGQEQIDAFLKTLRRDFPQERCPVVLAPLLYPEKRDILMDRILPDSGGVAKTMMESSLADFMQEVGYGFCASIEECRNIIMQFGVREVTAAQVARVLGMMART.... Result: 0 (no interaction). (2) The miRNA is hsa-miR-6086 with sequence GGAGGUUGGGAAGGGCAGAG. The protein sequence of the target gene is MSPGLLLLGSAVLLAFGLCCTFVHRARSRYEHIPGPPRPSFLLGHLPCFWKKDEVGGRVLQDVFLDWAKKYGPVVRVNVFHKTSVIVTSPESVKKFLMSTKYNKDSKMYRALQTVFGERLFGQGLVSECNYERWHKQRRVIDLAFSRSSLVSLMETFNEKAEQLVEILEAKADGQTPVSMQDMLTYTAMDILAKAAFGMETSMLLGAQKPLSQAVKLMLEGITASRNTLAKFLPGKRKQLREVRESIRFLRQVGRDWVQRRREALKRGEEVPADILTQILKAEEGAQDDEGLLDNFVTFF.... Result: 0 (no interaction). (3) The miRNA is hsa-miR-4662a-5p with sequence UUAGCCAAUUGUCCAUCUUUAG. The protein sequence of the target gene is MVLLAAAVCTKAGKAIVSRQFVEMTRTRIEGLLAAFPKLMNTGKQHTFVETESVRYVYQPMEKLYMVLITTKNSNILEDLETLRLFSRVIPEYCRALEENEISEHCFDLIFAFDEIVALGYRENVNLAQIRTFTEMDSHEEKVFRAVRETQEREAKAEMRRKAKELQQARRDAERQGKKAPGFGGFGSSAVSGGSTAAMITETIIETDKPKVAPAPARPSGPSKALKLGAKGKEVDNFVDKLKSEGETIMSSNMGKRTSEATKVHAPPINMESVHMKIEEKITLTCGRDGGLQNMELHGM.... Result: 0 (no interaction). (4) The miRNA is mmu-miR-615-5p with sequence GGGGGUCCCCGGUGCUCGGAUC. The protein sequence of the target gene is MRAPLCLLLLVAHAVDMLALNRRKKQVGTGLGGNCTGCIICSEENGCSTCQQRLFLFIRREGIRQYGKCLHDCPPGYFGIRGQEVNRCKKCGATCESCFSQDFCIRCKRQFYLYKGKCLPTCPPGTLAHQNTRECQGECELGPWGGWSPCTHNGKTCGSAWGLESRVREAGRAGHEEAATCQVLSESRKCPIQRPCPGERSPGQKKGRKDRRPRKDRKLDRRLDVRPRQPGLQP. Result: 0 (no interaction).